This data is from Full USPTO retrosynthesis dataset with 1.9M reactions from patents (1976-2016). The task is: Predict the reactants needed to synthesize the given product. The reactants are: [Cl:1][C:2]1[CH:3]=[C:4]([NH:9][C:10]2[N:15]=[C:14]([N:16]3[CH2:21][CH2:20][O:19][CH2:18][CH2:17]3)[C:13]([C:22]3[CH:27]=[CH:26][N:25]=[C:24]([C:28]([O:30]C)=[O:29])[CH:23]=3)=[CH:12][N:11]=2)[CH:5]=[CH:6][C:7]=1[F:8].[OH-].[Na+].Cl. Given the product [Cl:1][C:2]1[CH:3]=[C:4]([NH:9][C:10]2[N:15]=[C:14]([N:16]3[CH2:21][CH2:20][O:19][CH2:18][CH2:17]3)[C:13]([C:22]3[CH:27]=[CH:26][N:25]=[C:24]([C:28]([OH:30])=[O:29])[CH:23]=3)=[CH:12][N:11]=2)[CH:5]=[CH:6][C:7]=1[F:8], predict the reactants needed to synthesize it.